From a dataset of Peptide-MHC class II binding affinity with 134,281 pairs from IEDB. Regression. Given a peptide amino acid sequence and an MHC pseudo amino acid sequence, predict their binding affinity value. This is MHC class II binding data. (1) The peptide sequence is FPDRASIIRLVGAVL. The MHC is HLA-DPA10201-DPB10101 with pseudo-sequence HLA-DPA10201-DPB10101. The binding affinity (normalized) is 0.541. (2) The peptide sequence is VEFVTNMGIIIPDFA. The MHC is HLA-DQA10301-DQB10302 with pseudo-sequence HLA-DQA10301-DQB10302. The binding affinity (normalized) is 0.490. (3) The peptide sequence is IRGTSATAAAIQLKC. The MHC is HLA-DPA10201-DPB10101 with pseudo-sequence HLA-DPA10201-DPB10101. The binding affinity (normalized) is 0.340. (4) The peptide sequence is PVYIYFNTWTTCQSIAFPSK. The MHC is DRB1_1501 with pseudo-sequence DRB1_1501. The binding affinity (normalized) is 0. (5) The MHC is HLA-DPA10103-DPB10601 with pseudo-sequence HLA-DPA10103-DPB10601. The peptide sequence is AAATAGETVYGAFAA. The binding affinity (normalized) is 0. (6) The peptide sequence is KVPPGPNITATYGDK. The MHC is HLA-DPA10103-DPB10201 with pseudo-sequence HLA-DPA10103-DPB10201. The binding affinity (normalized) is 0.125. (7) The peptide sequence is GGWWLTFGQILGLAQ. The MHC is HLA-DQA10102-DQB10602 with pseudo-sequence HLA-DQA10102-DQB10602. The binding affinity (normalized) is 0.600. (8) The peptide sequence is GNQNFLTVFDSTSCN. The MHC is HLA-DQA10501-DQB10201 with pseudo-sequence HLA-DQA10501-DQB10201. The binding affinity (normalized) is 0.411.